This data is from Full USPTO retrosynthesis dataset with 1.9M reactions from patents (1976-2016). The task is: Predict the reactants needed to synthesize the given product. (1) The reactants are: [Cl:1][C:2]1[N:3]=[C:4]([N:11]2[CH2:16][CH2:15][O:14][CH2:13][CH2:12]2)[C:5]2[O:10][CH:9]=[CH:8][C:6]=2[N:7]=1.C([Li])CCC.[CH:22](=[O:24])[CH3:23]. Given the product [Cl:1][C:2]1[N:3]=[C:4]([N:11]2[CH2:16][CH2:15][O:14][CH2:13][CH2:12]2)[C:5]2[O:10][C:9]([CH:22]([OH:24])[CH3:23])=[CH:8][C:6]=2[N:7]=1, predict the reactants needed to synthesize it. (2) Given the product [Cl:12][C:9]1[CH:10]=[C:11]2[C:6](=[CH:7][CH:8]=1)[N:5]=[C:4]([C:13]1[CH:14]=[N:15][CH:16]=[CH:17][CH:18]=1)[N:3]=[C:2]2[NH:19][C:20]1[CH:32]=[CH:31][CH:30]=[CH:29][C:21]=1[C:22]([NH:24][CH2:25][CH:26]1[CH2:28][CH2:27]1)=[O:23], predict the reactants needed to synthesize it. The reactants are: Cl[C:2]1[C:11]2[C:6](=[CH:7][CH:8]=[C:9]([Cl:12])[CH:10]=2)[N:5]=[C:4]([C:13]2[CH:14]=[N:15][CH:16]=[CH:17][CH:18]=2)[N:3]=1.[NH2:19][C:20]1[CH:32]=[CH:31][CH:30]=[CH:29][C:21]=1[C:22]([NH:24][CH2:25][CH:26]1[CH2:28][CH2:27]1)=[O:23].CCN(CC)CC. (3) Given the product [CH2:6]([NH2:3])[C:7]1[CH:13]=[CH:12][CH:8]=[CH:9][CH:10]=1.[CH:6]([N:3]([CH:8]([CH3:12])[CH3:9])[CH2:4][CH3:5])([CH3:7])[CH3:18], predict the reactants needed to synthesize it. The reactants are: C([N:3]([CH2:6][CH3:7])[CH2:4][CH3:5])C.[CH2:8]1[CH2:12]O[CH2:10][CH2:9]1.[CH3:13]N(C=O)C.[CH3:18]C(N(C)C)=O. (4) Given the product [CH3:1][O:2][C:3](=[O:20])[C:4]1[CH:9]=[CH:8][C:7]([B:10]2[O:11][C:12]([CH3:18])([CH3:17])[C:13]([CH3:15])([CH3:16])[O:14]2)=[C:6]([CH2:19][Br:28])[CH:5]=1, predict the reactants needed to synthesize it. The reactants are: [CH3:1][O:2][C:3](=[O:20])[C:4]1[CH:9]=[CH:8][C:7]([B:10]2[O:14][C:13]([CH3:16])([CH3:15])[C:12]([CH3:18])([CH3:17])[O:11]2)=[C:6]([CH3:19])[CH:5]=1.C1C(=O)N([Br:28])C(=O)C1.CC(N=NC(C#N)(C)C)(C#N)C. (5) Given the product [CH2:7]([O:6][C:4]([CH:3]1[CH2:9][C:19]2[C:18](=[CH:17][CH:22]=[C:21]([Cl:23])[C:20]=2[Cl:24])[CH:25]1[N+:29]#[C-:27])=[O:5])[CH3:8], predict the reactants needed to synthesize it. The reactants are: [N+]([CH2:3][C:4]([O:6][CH2:7][CH3:8])=[O:5])#[C-].[C:9]([O-])([O-])=O.[K+].[K+].BrC[C:17]1[CH:22]=[C:21]([Cl:23])[C:20]([Cl:24])=[CH:19][C:18]=1[CH2:25]Br.[C:27](#[N:29])C. (6) Given the product [Cl:1][C:2]1[C:3]([NH:15][CH:16]2[CH2:23][CH:19]3[CH2:20][N:21]([C:25]4[CH:32]=[CH:31][C:28]([C:29]#[N:30])=[CH:27][N:26]=4)[CH2:22][CH:18]3[CH2:17]2)=[N:4][C:5]([NH:8][C:9]2[CH:10]=[N:11][N:12]([CH3:14])[CH:13]=2)=[N:6][CH:7]=1, predict the reactants needed to synthesize it. The reactants are: [Cl:1][C:2]1[C:3]([NH:15][CH:16]2[CH2:23][CH:19]3[CH2:20][NH:21][CH2:22][CH:18]3[CH2:17]2)=[N:4][C:5]([NH:8][C:9]2[CH:10]=[N:11][N:12]([CH3:14])[CH:13]=2)=[N:6][CH:7]=1.Cl[C:25]1[CH:32]=[CH:31][C:28]([C:29]#[N:30])=[CH:27][N:26]=1.CCN(CC)CC. (7) Given the product [NH2:22][C:17]1[CH:18]=[N:19][CH:20]=[CH:21][C:16]=1[N:12]1[CH2:13][C@H:14]([CH3:15])[C@@H:9]([O:8][Si:1]([C:4]([CH3:7])([CH3:6])[CH3:5])([CH3:3])[CH3:2])[C@H:10]([NH:25][C:26](=[O:32])[O:27][C:28]([CH3:31])([CH3:30])[CH3:29])[CH2:11]1, predict the reactants needed to synthesize it. The reactants are: [Si:1]([O:8][C@@H:9]1[C@@H:14]([CH3:15])[CH2:13][N:12]([C:16]2[CH:21]=[CH:20][N:19]=[CH:18][C:17]=2[N+:22]([O-])=O)[CH2:11][C@H:10]1[NH:25][C:26](=[O:32])[O:27][C:28]([CH3:31])([CH3:30])[CH3:29])([C:4]([CH3:7])([CH3:6])[CH3:5])([CH3:3])[CH3:2].CC(O)=O. (8) Given the product [CH2:1]([O:3][C:4]([C:6]1[C:11]([Cl:20])=[CH:10][C:9](=[O:13])[N:8]([CH2:14][CH2:15][CH3:16])[C:7]=1[CH3:17])=[O:5])[CH3:2], predict the reactants needed to synthesize it. The reactants are: [CH2:1]([O:3][C:4]([C:6]1[C:11](O)=[CH:10][C:9](=[O:13])[N:8]([CH2:14][CH2:15][CH3:16])[C:7]=1[CH3:17])=[O:5])[CH3:2].P(Cl)(Cl)([Cl:20])=O.C(N(CC)CC)C. (9) Given the product [Si:3]([O:4][CH2:5][CH:6]([NH:7][C:8]([NH2:20])=[NH:9])[C:31]([F:34])([F:33])[F:32])([C:2]([CH3:1])([CH3:47])[CH3:48])([C:41]1[CH:46]=[CH:45][CH:44]=[CH:43][CH:42]=1)[C:35]1[CH:40]=[CH:39][CH:38]=[CH:37][CH:36]=1, predict the reactants needed to synthesize it. The reactants are: [CH3:1][C:2]([CH3:48])([CH3:47])[Si:3]([C:41]1[CH:46]=[CH:45][CH:44]=[CH:43][CH:42]=1)([C:35]1[CH:40]=[CH:39][CH:38]=[CH:37][CH:36]=1)[O:4][CH2:5][CH:6]([C:31]([F:34])([F:33])[F:32])[NH:7]/[C:8](=[N:20]/C(=O)OCC1C=CC=CC=1)/[NH:9]C(=O)OCC1C=CC=CC=1.[H][H].